From a dataset of Reaction yield outcomes from USPTO patents with 853,638 reactions. Predict the reaction yield, written as a fraction of the theoretical maximum amount of product (1.0 means a 100% yield; for example, 0.34 means a 34% yield). (1) The reactants are [CH3:1][C:2](=O)[CH2:3][CH3:4].Cl.[Br:7][C:8]1[CH:13]=[CH:12][C:11]([NH:14]N)=[CH:10][CH:9]=1. The catalyst is CCO. The product is [Br:7][C:8]1[CH:13]=[C:12]2[C:11](=[CH:10][CH:9]=1)[NH:14][C:3]([CH3:4])=[C:2]2[CH3:1]. The yield is 0.670. (2) The reactants are [F:1][C:2]1[CH:10]=[C:9]2[C:5]([C:6](=[C:12]3[C:20]4[C:15](=[CH:16][CH:17]=[CH:18][CH:19]=4)[CH:14]([CH2:21][C:22]([OH:24])=[O:23])[O:13]3)[C:7](=[O:11])[NH:8]2)=[CH:4][CH:3]=1.[Li][CH2:26][CH2:27][CH2:28][CH3:29].[CH3:26][CH2:27][CH2:28][CH2:29]CC.C(Cl)(=O)C(Cl)=O.O[CH2:43][CH2:44][N:45]1CCOC[CH2:46]1. The catalyst is C1COCC1.CCOC(C)=O.CCCCCC. The product is [N:45]1([CH2:44][CH2:43][O:23][C:22](=[O:24])[CH2:21][CH:14]2[C:15]3[C:20](=[CH:19][CH:18]=[CH:17][CH:16]=3)[C:12](=[C:6]3[C:5]4[C:9](=[CH:10][C:2]([F:1])=[CH:3][CH:4]=4)[NH:8][C:7]3=[O:11])[O:13]2)[CH2:46][CH2:29][CH2:28][CH2:27][CH2:26]1. The yield is 0.330. (3) The reactants are [CH3:1][O:2][C:3]1[CH:8]=[N:7][NH:6][C:5](=[O:9])[N:4]=1.[C:10]([NH:13][C:14]1[CH:15]=[C:16](B(O)O)[CH:17]=[CH:18][CH:19]=1)(=[O:12])[CH3:11].N1C=CC=CC=1. The catalyst is CN(C=O)C.C([O-])(=O)C.[Cu+2].C([O-])(=O)C. The product is [CH3:1][O:2][C:3]1[CH:8]=[N:7][N:6]([C:18]2[CH:19]=[C:14]([NH:13][C:10](=[O:12])[CH3:11])[CH:15]=[CH:16][CH:17]=2)[C:5](=[O:9])[N:4]=1. The yield is 0.240. (4) The reactants are [C:1]([C:6]1[CH:11]=[CH:10][C:9]([C@H:12]2[CH2:17][CH2:16][C@H:15]([C:18]([O:20][CH3:21])=[O:19])[CH2:14][CH2:13]2)=[CH:8][CH:7]=1)(=[O:5])[CH:2]([CH3:4])[OH:3]. The catalyst is C(Cl)Cl. The product is [C:1]([C:6]1[CH:11]=[CH:10][C:9]([C@H:12]2[CH2:17][CH2:16][C@H:15]([C:18]([O:20][CH3:21])=[O:19])[CH2:14][CH2:13]2)=[CH:8][CH:7]=1)(=[O:5])[C:2]([CH3:4])=[O:3]. The yield is 0.880. (5) The reactants are [NH2:1][OH:2].O.[Cl:4][C:5]1[CH:6]=[C:7]([S:12](Cl)(=[O:14])=[O:13])[CH:8]=[CH:9][C:10]=1[F:11].CCCCCCC. The catalyst is C1COCC1. The product is [Cl:4][C:5]1[CH:6]=[C:7]([S:12]([NH:1][OH:2])(=[O:14])=[O:13])[CH:8]=[CH:9][C:10]=1[F:11]. The yield is 0.580. (6) The product is [OH:10][C:7]1[CH:8]=[CH:9][C:4]([CH2:3][CH2:2][NH:1][C:17](=[O:18])[O:19][C:20]([CH3:23])([CH3:22])[CH3:21])=[CH:5][CH:6]=1. The yield is 0.990. The reactants are [NH2:1][CH2:2][CH2:3][C:4]1[CH:9]=[CH:8][C:7]([OH:10])=[CH:6][CH:5]=1.C(=O)([O-])[O-].[K+].[K+].[C:17](O[C:17]([O:19][C:20]([CH3:23])([CH3:22])[CH3:21])=[O:18])([O:19][C:20]([CH3:23])([CH3:22])[CH3:21])=[O:18]. The catalyst is O.O1CCOCC1. (7) The reactants are [CH3:1][N:2]([CH3:24])[C:3]([C:5]1[N:14]([CH:15]2[CH2:20][CH2:19][N:18]([CH:21]3[CH2:23][CH2:22]3)[CH2:17][CH2:16]2)[C:8]2[N:9]=[C:10](Cl)[N:11]=[CH:12][C:7]=2[CH:6]=1)=[O:4].[C:25]([O:29][C:30]([N:32]1[CH:37]2[CH2:38][CH2:39][CH:33]1[CH2:34][N:35]([C:40]([C:42]1[CH:43]=[N:44][C:45]([NH2:48])=[CH:46][CH:47]=1)=[O:41])[CH2:36]2)=[O:31])([CH3:28])([CH3:27])[CH3:26]. No catalyst specified. The product is [C:25]([O:29][C:30]([N:32]1[CH:33]2[CH2:39][CH2:38][CH:37]1[CH2:36][N:35]([C:40]([C:42]1[CH:43]=[N:44][C:45]([NH:48][C:10]3[N:11]=[CH:12][C:7]4[CH:6]=[C:5]([C:3](=[O:4])[N:2]([CH3:24])[CH3:1])[N:14]([CH:15]5[CH2:20][CH2:19][N:18]([CH:21]6[CH2:23][CH2:22]6)[CH2:17][CH2:16]5)[C:8]=4[N:9]=3)=[CH:46][CH:47]=1)=[O:41])[CH2:34]2)=[O:31])([CH3:28])([CH3:26])[CH3:27]. The yield is 0.710. (8) The reactants are [CH:1]([S:4]([CH2:7][C@H:8]1[C@@H:13]([N:14]2[CH2:18][CH2:17][C@H:16]([NH:19][C:20](=[O:31])[C:21]3[CH:26]=[CH:25][CH:24]=[C:23]([C:27]([F:30])([F:29])[F:28])[CH:22]=3)[C:15]2=[O:32])[CH2:12][CH2:11][NH:10][CH2:9]1)(=[O:6])=[O:5])([CH3:3])[CH3:2].[CH3:33][C:34]([CH3:36])=O.C(O[BH-](OC(=O)C)OC(=O)C)(=O)C.[Na+]. The catalyst is ClCCCl. The product is [CH:34]([N:10]1[CH2:11][CH2:12][C@H:13]([N:14]2[CH2:18][CH2:17][C@H:16]([NH:19][C:20](=[O:31])[C:21]3[CH:26]=[CH:25][CH:24]=[C:23]([C:27]([F:29])([F:28])[F:30])[CH:22]=3)[C:15]2=[O:32])[C@H:8]([CH2:7][S:4]([CH:1]([CH3:3])[CH3:2])(=[O:5])=[O:6])[CH2:9]1)([CH3:36])[CH3:33]. The yield is 0.160. (9) The reactants are C(OC([N:8]1[CH2:12][CH2:11][CH2:10][CH:9]1[C:13]1[S:17][N:16]=[C:15]([N:18]2[CH:22]=[CH:21][N:20]=[CH:19]2)[N:14]=1)=O)(C)(C)C. The catalyst is O1CCOCC1.Cl. The product is [N:18]1([C:15]2[N:14]=[C:13]([CH:9]3[CH2:10][CH2:11][CH2:12][NH:8]3)[S:17][N:16]=2)[CH:22]=[CH:21][N:20]=[CH:19]1. The yield is 0.804. (10) The catalyst is CO. The reactants are [CH3:1][O:2][C:3]1[CH:8]=[CH:7][C:6]([C:9]2([C:12]([OH:14])=[O:13])[CH2:11][CH2:10]2)=[CH:5][CH:4]=1.O.[C:16]1(C)C=CC(S(O)(=O)=O)=CC=1. The product is [CH3:16][O:13][C:12]([C:9]1([C:6]2[CH:5]=[CH:4][C:3]([O:2][CH3:1])=[CH:8][CH:7]=2)[CH2:10][CH2:11]1)=[O:14]. The yield is 0.990.